From a dataset of Full USPTO retrosynthesis dataset with 1.9M reactions from patents (1976-2016). Predict the reactants needed to synthesize the given product. (1) Given the product [F:17][C:8]1[C:7]([O:6][CH2:23][CH2:22][O:21][CH3:20])=[CH:12][C:11]([F:13])=[CH:10][C:9]=1[CH2:14][C:15]#[N:16], predict the reactants needed to synthesize it. The reactants are: CC([Si](C)(C)[O:6][C:7]1[C:8]([F:17])=[C:9]([CH2:14][C:15]#[N:16])[CH:10]=[C:11]([F:13])[CH:12]=1)(C)C.[CH3:20][O:21][CH2:22][CH2:23]Br.[F-].[K+]. (2) Given the product [Br:23][C:20]1[CH:19]=[CH:18][C:17]([C@@H:15]([CH3:16])[C:14]([OH:24])=[O:29])=[CH:22][CH:21]=1, predict the reactants needed to synthesize it. The reactants are: C([C@@H]1COC(=O)N1[C:14](=[O:24])[C@@H:15]([C:17]1[CH:22]=[CH:21][C:20]([Br:23])=[CH:19][CH:18]=1)[CH3:16])C1C=CC=CC=1.OO.[Li+].[OH-].[O-:29]S([O-])=O.[Na+].[Na+]. (3) Given the product [C:21]([C:23]1[CH:24]=[C:25]([CH:28]=[CH:29][CH:30]=1)[CH2:26][O:27][CH2:32][CH2:33][C:34]([O:36][C:37]([CH3:40])([CH3:39])[CH3:38])=[O:35])#[N:22], predict the reactants needed to synthesize it. The reactants are: NC(=NO)C1C=CC(COCC(OC(C)(C)C)=O)=CC=1.[C:21]([C:23]1[CH:24]=[C:25]([CH:28]=[CH:29][CH:30]=1)[CH2:26][OH:27])#[N:22].Br[CH2:32][CH2:33][C:34]([O:36][C:37]([CH3:40])([CH3:39])[CH3:38])=[O:35]. (4) Given the product [Si:17]([O:16][CH2:15][C:14]([CH3:24])([CH3:25])[CH2:13][N:7]1[CH:6]=[C:5]([S:26]([N:29]2[CH2:34][CH2:33][N:32]([C:35]([O:37][C:38]([CH3:40])([CH3:39])[CH3:41])=[O:36])[C@@H:31]([CH2:42][OH:43])[CH2:30]2)(=[O:28])=[O:27])[C:4]2[C:9](=[CH:10][CH:11]=[C:2]([C:53]3[CH:54]=[C:49]([C:48](=[O:66])[NH:47][CH:44]4[CH2:45][CH2:46]4)[CH:50]=[C:51]([F:65])[C:52]=3[CH3:64])[CH:3]=2)[C:8]1=[O:12])([C:20]([CH3:22])([CH3:21])[CH3:23])([CH3:19])[CH3:18], predict the reactants needed to synthesize it. The reactants are: Br[C:2]1[CH:3]=[C:4]2[C:9](=[CH:10][CH:11]=1)[C:8](=[O:12])[N:7]([CH2:13][C:14]([CH3:25])([CH3:24])[CH2:15][O:16][Si:17]([C:20]([CH3:23])([CH3:22])[CH3:21])([CH3:19])[CH3:18])[CH:6]=[C:5]2[S:26]([N:29]1[CH2:34][CH2:33][N:32]([C:35]([O:37][C:38]([CH3:41])([CH3:40])[CH3:39])=[O:36])[C@@H:31]([CH2:42][OH:43])[CH2:30]1)(=[O:28])=[O:27].[CH:44]1([NH:47][C:48](=[O:66])[C:49]2[CH:54]=[C:53](B3OC(C)(C)C(C)(C)O3)[C:52]([CH3:64])=[C:51]([F:65])[CH:50]=2)[CH2:46][CH2:45]1.C(=O)([O-])[O-].[K+].[K+]. (5) Given the product [OH:1][C:2]1[C:3]([CH:4]=[O:5])=[CH:6][C:7]([N+:11]([O-:13])=[O:12])=[C:8]2[C:9]=1[CH:17]=[CH:16][C:15]([CH3:19])([CH3:14])[O:10]2, predict the reactants needed to synthesize it. The reactants are: [OH:1][C:2]1[CH:9]=[C:8]([OH:10])[C:7]([N+:11]([O-:13])=[O:12])=[CH:6][C:3]=1[CH:4]=[O:5].[CH3:14][C:15]([CH3:19])=[CH:16][CH:17]=O.N1C=CC=CC=1.